This data is from Peptide-MHC class I binding affinity with 185,985 pairs from IEDB/IMGT. The task is: Regression. Given a peptide amino acid sequence and an MHC pseudo amino acid sequence, predict their binding affinity value. This is MHC class I binding data. (1) The peptide sequence is AQNAISTTF. The MHC is HLA-B08:01 with pseudo-sequence HLA-B08:01. The binding affinity (normalized) is 0.0847. (2) The peptide sequence is AYYWNQNGF. The MHC is HLA-A03:01 with pseudo-sequence HLA-A03:01. The binding affinity (normalized) is 0.0847. (3) The peptide sequence is RTIDAINKCV. The MHC is HLA-A02:02 with pseudo-sequence HLA-A02:02. The binding affinity (normalized) is 0.141. (4) The peptide sequence is YLKKGRLSL. The MHC is HLA-B51:01 with pseudo-sequence HLA-B51:01. The binding affinity (normalized) is 0.0847. (5) The peptide sequence is ADFKLFFRW. The MHC is HLA-A11:01 with pseudo-sequence HLA-A11:01. The binding affinity (normalized) is 0.0847. (6) The peptide sequence is LERTSKASLER. The MHC is HLA-B51:01 with pseudo-sequence HLA-B51:01. The binding affinity (normalized) is 0. (7) The peptide sequence is FRYNGLIHR. The MHC is HLA-A11:01 with pseudo-sequence HLA-A11:01. The binding affinity (normalized) is 0.0694. (8) The peptide sequence is AVMYMGTLSY. The MHC is HLA-A33:01 with pseudo-sequence HLA-A33:01. The binding affinity (normalized) is 0.142. (9) The peptide sequence is TLLLWISVKV. The MHC is HLA-A02:06 with pseudo-sequence HLA-A02:06. The binding affinity (normalized) is 0.374. (10) The peptide sequence is VPRRKAKII. The MHC is HLA-B51:01 with pseudo-sequence HLA-B51:01. The binding affinity (normalized) is 0.457.